Dataset: Peptide-MHC class II binding affinity with 134,281 pairs from IEDB. Task: Regression. Given a peptide amino acid sequence and an MHC pseudo amino acid sequence, predict their binding affinity value. This is MHC class II binding data. The peptide sequence is KVERQWIPSVCFSTL. The MHC is HLA-DQA10601-DQB10402 with pseudo-sequence HLA-DQA10601-DQB10402. The binding affinity (normalized) is 0.250.